From a dataset of CYP2C9 inhibition data for predicting drug metabolism from PubChem BioAssay. Regression/Classification. Given a drug SMILES string, predict its absorption, distribution, metabolism, or excretion properties. Task type varies by dataset: regression for continuous measurements (e.g., permeability, clearance, half-life) or binary classification for categorical outcomes (e.g., BBB penetration, CYP inhibition). Dataset: cyp2c9_veith. (1) The drug is COc1ccc(-n2c(CNC(=O)c3cc(OC)c(OC)c(OC)c3)n[nH]c2=S)cc1. The result is 0 (non-inhibitor). (2) The compound is CCCCC1(C)Nc2ccccc2-c2nc3ccccc3n21. The result is 1 (inhibitor). (3) The molecule is Cc1cc2cc(C=O)c(Cl)nc2cc1C. The result is 0 (non-inhibitor). (4) The molecule is Cc1cnc(CNc2ncncc2-c2ccoc2)cn1. The result is 0 (non-inhibitor). (5) The compound is CC(C)(C)S(=O)(=O)c1cnc2c(-c3ccc(F)cc3)cnn2c1N. The result is 0 (non-inhibitor). (6) The drug is O=C(Nc1cccc(F)c1)N1CC2(CCN(C(=O)c3cnccn3)CC2)C1. The result is 0 (non-inhibitor). (7) The drug is O=C(O)CCC(=O)c1ccc2sc3ccccc3c2c1. The result is 0 (non-inhibitor). (8) The compound is C/C(=N\NC(=S)Nc1cccc(C)c1)c1ccccc1. The result is 1 (inhibitor). (9) The molecule is C[C@@]12CCC(=O)C=C1CC[C@@H]1[C@@H]3CC[C@H](C(=O)COS(=O)(=O)c4ccc(Br)cc4)[C@]3(C)CC[C@H]12. The result is 0 (non-inhibitor).